From a dataset of Reaction yield outcomes from USPTO patents with 853,638 reactions. Predict the reaction yield, written as a fraction of the theoretical maximum amount of product (1.0 means a 100% yield; for example, 0.34 means a 34% yield). (1) The catalyst is C(O)C. The reactants are [OH:1][C@H:2]([C:34]1[CH:39]=[CH:38][CH:37]=[CH:36][CH:35]=1)[CH2:3][NH:4][C:5]1[CH:10]=[CH:9][C:8]([CH2:11][CH2:12][NH:13][CH2:14][C@H:15]([OH:33])[C:16]2[CH:21]=[CH:20][C:19]([O:22]CC3C=CC=CC=3)=[C:18]([NH:30][CH:31]=[O:32])[CH:17]=2)=[CH:7][CH:6]=1.C. The product is [OH:1][C@H:2]([C:34]1[CH:35]=[CH:36][CH:37]=[CH:38][CH:39]=1)[CH2:3][NH:4][C:5]1[CH:10]=[CH:9][C:8]([CH2:11][CH2:12][NH:13][CH2:14][C@H:15]([OH:33])[C:16]2[CH:21]=[CH:20][C:19]([OH:22])=[C:18]([NH:30][CH:31]=[O:32])[CH:17]=2)=[CH:7][CH:6]=1. The yield is 0.910. (2) The reactants are [CH3:1][O:2][C:3]([C:5]1[S:6][C:7]([C:11]#[C:12][C:13]([CH3:16])([CH3:15])[CH3:14])=[CH:8][C:9]=1Br)=[O:4].C([O-])([O-])=O.[K+].[K+].[CH:23]1([CH:29]2[NH:34][C:33](=[O:35])[C@:32]([CH2:37][CH2:38][CH2:39][OH:40])([CH3:36])[O:31][CH2:30]2)[CH2:28][CH2:27][CH2:26][CH2:25][CH2:24]1. The catalyst is [Cu]I.O1CCOCC1. The product is [CH3:1][O:2][C:3]([C:5]1[S:6][C:7]([C:11]#[C:12][C:13]([CH3:16])([CH3:15])[CH3:14])=[CH:8][C:9]=1[N:34]1[C@H:29]([CH:23]2[CH2:28][CH2:27][CH2:26][CH2:25][CH2:24]2)[CH2:30][O:31][C@@:32]([CH2:37][CH2:38][CH2:39][OH:40])([CH3:36])[C:33]1=[O:35])=[O:4]. The yield is 0.260. (3) The reactants are CO[C:3]([C:5]1[S:9][C:8]([CH2:10][CH2:11][C:12]2[C:13]([CH2:18][CH2:19][CH2:20][CH3:21])=[N:14][O:15][C:16]=2[CH3:17])=[N:7][CH:6]=1)=[O:4].[NH2:22][CH:23]([CH3:26])[CH2:24][OH:25]. The catalyst is C1(C)C=CC=CC=1. The product is [OH:25][CH2:24][CH:23]([NH:22][C:3]([C:5]1[S:9][C:8]([CH2:10][CH2:11][C:12]2[C:13]([CH2:18][CH2:19][CH2:20][CH3:21])=[N:14][O:15][C:16]=2[CH3:17])=[N:7][CH:6]=1)=[O:4])[CH3:26]. The yield is 0.440.